This data is from Reaction yield outcomes from USPTO patents with 853,638 reactions. The task is: Predict the reaction yield, written as a fraction of the theoretical maximum amount of product (1.0 means a 100% yield; for example, 0.34 means a 34% yield). (1) The reactants are [CH3:1][O:2][C:3]([C:5]1[C:22]([NH:23][C:24]2[CH:29]=[CH:28][C:27]([Br:30])=[CH:26][C:25]=2[Cl:31])=[C:21]([F:32])[C:8]2[N:9]=[CH:10][N:11]([CH2:12][CH2:13][C:14]([O:16]C(C)(C)C)=[O:15])[C:7]=2[CH:6]=1)=[O:4].[C:33]([OH:39])([C:35]([F:38])([F:37])[F:36])=[O:34]. The catalyst is C(Cl)Cl. The product is [OH:39][C:33]([C:35]([F:38])([F:37])[F:36])=[O:34].[CH3:1][O:2][C:3]([C:5]1[C:22]([NH:23][C:24]2[CH:29]=[CH:28][C:27]([Br:30])=[CH:26][C:25]=2[Cl:31])=[C:21]([F:32])[C:8]2[N:9]=[CH:10][N:11]([CH2:12][CH2:13][C:14]([OH:16])=[O:15])[C:7]=2[CH:6]=1)=[O:4]. The yield is 0.880. (2) The reactants are [C:1]([C:5]1[CH:9]=[C:8]([C:10]([O:12][CH2:13][CH3:14])=[O:11])[N:7]([C:15]2[CH:16]=[C:17]3[C:22](=[CH:23][CH:24]=2)[N:21]=[C:20](OS(C(F)(F)F)(=O)=O)[CH:19]=[CH:18]3)[N:6]=1)([CH3:4])([CH3:3])[CH3:2].CN.Cl.C[CH2:37][N:38](CC)CC.CN(C=O)C. The catalyst is [Cl-].[Na+].O. The product is [C:1]([C:5]1[CH:9]=[C:8]([C:10]([O:12][CH2:13][CH3:14])=[O:11])[N:7]([C:15]2[CH:16]=[C:17]3[C:22](=[CH:23][CH:24]=2)[N:21]=[C:20]([NH:38][CH3:37])[CH:19]=[CH:18]3)[N:6]=1)([CH3:2])([CH3:4])[CH3:3]. The yield is 0.850. (3) The reactants are [N+:1]([C:4]1[CH:13]=[C:12]([C:14]([F:17])([F:16])[F:15])[CH:11]=[CH:10][C:5]=1[C:6]([O:8][CH3:9])=[O:7])([O-])=O. The catalyst is C(OCC)(=O)C.[Pd]. The yield is 0.950. The product is [NH2:1][C:4]1[CH:13]=[C:12]([C:14]([F:15])([F:16])[F:17])[CH:11]=[CH:10][C:5]=1[C:6]([O:8][CH3:9])=[O:7].